The task is: Binary Classification. Given a miRNA mature sequence and a target amino acid sequence, predict their likelihood of interaction.. This data is from Experimentally validated miRNA-target interactions with 360,000+ pairs, plus equal number of negative samples. The miRNA is hsa-miR-371a-5p with sequence ACUCAAACUGUGGGGGCACU. The protein sequence of the target gene is MARSRSRSPRWKHRSLSPVPRNAEHYKQRHSHGHYGCEYRKDPKRPVAWRMDSEKHGQSKPRIPSRGNIYYQSYEHRSPSPNIRNSLENVYMYKPHRGYSPGRGDSNRRAQYMPKYSEGIPYKEHERNSYPQKVQGGHSPDDHRVRGSGKGGKPPQRSIADSFRFEGKWHEDELRHQRIQEEKYSQSTRRGSEDFETRSSFQKRYPEDRDFRKYGHTSKRPKDVERYESREPARNPKWKPEHSLPPYQEDTDQWNLGPQTYRHAEREHPETSSATKVSYDYRHKRPKLLDGDQDFSDGRT.... Result: 1 (interaction).